Task: Predict the product of the given reaction.. Dataset: Forward reaction prediction with 1.9M reactions from USPTO patents (1976-2016) (1) Given the reactants [OH:1][C:2]1[CH:3]=[C:4]([CH:10]=[CH:11][CH:12]=1)[C:5]([O:7]CC)=[O:6].Br[CH2:14][CH2:15][CH:16]=[CH2:17].C(=O)([O-])[O-].[K+].[K+], predict the reaction product. The product is: [CH2:17]([O:1][C:2]1[CH:3]=[C:4]([CH:10]=[CH:11][CH:12]=1)[C:5]([OH:7])=[O:6])[CH2:16][CH:15]=[CH2:14]. (2) Given the reactants [Cl:1][C:2]1[CH:3]=[C:4]([C:8]2[C:17]3[C:12](=[CH:13][CH:14]=[C:15]([C:18](=[O:26])[C:19]4[CH:24]=[CH:23][C:22]([CH3:25])=[CH:21][CH:20]=4)[CH:16]=3)[NH:11][C:10](=O)[N:9]=2)[CH:5]=[CH:6][CH:7]=1.P(Cl)(Cl)([Cl:30])=O, predict the reaction product. The product is: [Cl:30][C:10]1[N:9]=[C:8]([C:4]2[CH:5]=[CH:6][CH:7]=[C:2]([Cl:1])[CH:3]=2)[C:17]2[C:12](=[CH:13][CH:14]=[C:15]([C:18]([C:19]3[CH:24]=[CH:23][C:22]([CH3:25])=[CH:21][CH:20]=3)=[O:26])[CH:16]=2)[N:11]=1. (3) Given the reactants [Cl:1][C:2]1[CH:11]=[CH:10][C:9]2[C:4](=[CH:5][CH:6]=[C:7](Br)[CH:8]=2)[CH:3]=1.B1(B2OC(C)(C)C(C)(C)O2)OC(C)(C)C(C)(C)O1.ClCCl.C([O-])(=O)C.[K+].Br[C:40]1[C:48]2[C:43](=[CH:44][CH:45]=[C:46]([C:49]#[N:50])[CH:47]=2)[N:42]([CH:51]2[CH2:56][CH2:55][CH2:54][CH2:53][O:52]2)[N:41]=1.P([O-])([O-])([O-])=O.[K+].[K+].[K+], predict the reaction product. The product is: [Cl:1][C:2]1[CH:3]=[C:4]2[C:9](=[CH:10][CH:11]=1)[CH:8]=[C:7]([C:40]1[C:48]3[C:43](=[CH:44][CH:45]=[C:46]([C:49]#[N:50])[CH:47]=3)[N:42]([CH:51]3[CH2:56][CH2:55][CH2:54][CH2:53][O:52]3)[N:41]=1)[CH:6]=[CH:5]2.